From a dataset of Peptide-MHC class II binding affinity with 134,281 pairs from IEDB. Regression. Given a peptide amino acid sequence and an MHC pseudo amino acid sequence, predict their binding affinity value. This is MHC class II binding data. (1) The binding affinity (normalized) is 0.557. The MHC is HLA-DQA10501-DQB10301 with pseudo-sequence HLA-DQA10501-DQB10301. The peptide sequence is TPESATPFPHRKGVL. (2) The peptide sequence is KGKDKWIELKESWGA. The MHC is HLA-DQA10401-DQB10402 with pseudo-sequence HLA-DQA10401-DQB10402. The binding affinity (normalized) is 0.0862. (3) The peptide sequence is LIGLRIVFAVLSIVNRVRQG. The MHC is HLA-DQA10501-DQB10301 with pseudo-sequence HLA-DQA10501-DQB10301. The binding affinity (normalized) is 0.441. (4) The peptide sequence is VASRKASNTILPLMA. The MHC is HLA-DQA10201-DQB10303 with pseudo-sequence HLA-DQA10201-DQB10303. The binding affinity (normalized) is 0.661. (5) The peptide sequence is KEADYSQIPISINYR. The MHC is HLA-DQA10501-DQB10201 with pseudo-sequence HLA-DQA10501-DQB10201. The binding affinity (normalized) is 0.225.